From a dataset of Reaction yield outcomes from USPTO patents with 853,638 reactions. Predict the reaction yield, written as a fraction of the theoretical maximum amount of product (1.0 means a 100% yield; for example, 0.34 means a 34% yield). (1) The reactants are [CH3:1][O:2][C:3]1[CH:22]=[CH:21][C:6]([CH2:7][NH:8][S:9]([C:12]2[CH:20]=[CH:19][C:15]([C:16]([OH:18])=[O:17])=[CH:14][CH:13]=2)(=[O:11])=[O:10])=[CH:5][CH:4]=1.[CH2:23](Br)[C:24]1[CH:29]=[CH:28][CH:27]=[CH:26][CH:25]=1.C(=O)([O-])[O-].[Cs+].[Cs+]. The catalyst is CN(C=O)C.O. The product is [CH2:23]([N:8]([CH2:7][C:6]1[CH:5]=[CH:4][C:3]([O:2][CH3:1])=[CH:22][CH:21]=1)[S:9]([C:12]1[CH:20]=[CH:19][C:15]([C:16]([O:18][CH2:7][C:6]2[CH:21]=[CH:22][CH:3]=[CH:4][CH:5]=2)=[O:17])=[CH:14][CH:13]=1)(=[O:11])=[O:10])[C:24]1[CH:29]=[CH:28][CH:27]=[CH:26][CH:25]=1. The yield is 0.730. (2) The reactants are [CH3:1][O:2][C:3](=[O:26])[C:4]1[CH:9]=[C:8]([C:10]#[C:11][Si](C)(C)C)[C:7]([F:16])=[C:6]([F:17])[C:5]=1[NH:18][C:19]1[CH:24]=[CH:23][CH:22]=[CH:21][C:20]=1[Cl:25].[OH:27]S(O)(=O)=O. The catalyst is CC(C)=O. The product is [CH3:1][O:2][C:3](=[O:26])[C:4]1[CH:9]=[C:8]([C:10](=[O:27])[CH3:11])[C:7]([F:16])=[C:6]([F:17])[C:5]=1[NH:18][C:19]1[CH:24]=[CH:23][CH:22]=[CH:21][C:20]=1[Cl:25]. The yield is 0.730. (3) The yield is 0.260. The reactants are Br[C:2]1[CH:3]=[CH:4][C:5]2[NH:11][C:10](=[O:12])[CH2:9][CH2:8][CH2:7][C:6]=2[CH:13]=1.[F:14][C:15]([F:26])([F:25])[C:16]1[CH:21]=[CH:20][C:19](B(O)O)=[CH:18][CH:17]=1.C(=O)([O-])[O-].[K+].[K+]. The product is [F:14][C:15]([F:26])([F:25])[C:16]1[CH:21]=[CH:20][C:19]([C:2]2[CH:3]=[CH:4][C:5]3[NH:11][C:10](=[O:12])[CH2:9][CH2:8][CH2:7][C:6]=3[CH:13]=2)=[CH:18][CH:17]=1. The catalyst is CN(C)C=O.O.C1C=CC([P]([Pd]([P](C2C=CC=CC=2)(C2C=CC=CC=2)C2C=CC=CC=2)([P](C2C=CC=CC=2)(C2C=CC=CC=2)C2C=CC=CC=2)[P](C2C=CC=CC=2)(C2C=CC=CC=2)C2C=CC=CC=2)(C2C=CC=CC=2)C2C=CC=CC=2)=CC=1. (4) The yield is 0.500. The catalyst is ClCCl. The reactants are [CH3:1][N:2]([CH2:46][CH2:47][N:48]1[CH2:53][CH2:52][NH:51][CH2:50][CH2:49]1)[C:3](=[O:45])[C:4]1[CH:44]=[CH:43][CH:42]=[C:6]([C:7]([NH:9][C:10]2[CH:15]=[CH:14][C:13]([N:16]3[CH2:21][CH2:20][CH2:19][CH2:18][CH2:17]3)=[CH:12][C:11]=2[C:22]2[CH:27]=[C:26]([C:28](=[O:41])[NH:29][CH2:30][C:31]3[CH:36]=[CH:35][CH:34]=[C:33]([C:37]([F:40])([F:39])[F:38])[CH:32]=3)[CH:25]=[CH:24][N:23]=2)=[O:8])[CH:5]=1.C(N(CC)CC)C.[CH3:61][S:62](Cl)(=[O:64])=[O:63]. The product is [CH3:1][N:2]([CH2:46][CH2:47][N:48]1[CH2:53][CH2:52][N:51]([S:62]([CH3:61])(=[O:64])=[O:63])[CH2:50][CH2:49]1)[C:3](=[O:45])[C:4]1[CH:44]=[CH:43][CH:42]=[C:6]([C:7]([NH:9][C:10]2[CH:15]=[CH:14][C:13]([N:16]3[CH2:21][CH2:20][CH2:19][CH2:18][CH2:17]3)=[CH:12][C:11]=2[C:22]2[CH:27]=[C:26]([C:28](=[O:41])[NH:29][CH2:30][C:31]3[CH:36]=[CH:35][CH:34]=[C:33]([C:37]([F:39])([F:40])[F:38])[CH:32]=3)[CH:25]=[CH:24][N:23]=2)=[O:8])[CH:5]=1. (5) The reactants are Cl.C(S[C:7]1[CH:8]=[C:9]([CH:13]([C:22]([O:24][C:25]([CH3:28])([CH3:27])[CH3:26])=[O:23])[CH2:14][NH:15][CH2:16][C:17]([N:19]([CH3:21])[CH3:20])=[O:18])[CH:10]=[CH:11][CH:12]=1)CCC.Cl.[CH2:30](SC1C=C(CCNCC(N(C)C)=O)C=CC=1)[CH2:31][CH2:32][CH3:33].O[O:51][S:52]([O-:54])=O.[K+].C([O-])(O)=O.[Na+]. The catalyst is C(#N)C.O. The product is [CH2:30]([S:52]([C:7]1[CH:8]=[C:9]([CH:13]([C:22]([O:24][C:25]([CH3:27])([CH3:26])[CH3:28])=[O:23])[CH2:14][NH:15][CH2:16][C:17]([N:19]([CH3:20])[CH3:21])=[O:18])[CH:10]=[CH:11][CH:12]=1)(=[O:54])=[O:51])[CH2:31][CH2:32][CH3:33]. The yield is 0.750.